This data is from Reaction yield outcomes from USPTO patents with 853,638 reactions. The task is: Predict the reaction yield, written as a fraction of the theoretical maximum amount of product (1.0 means a 100% yield; for example, 0.34 means a 34% yield). (1) The reactants are Br[C:2]1[CH:3]=[C:4]([N+:10]([O-:12])=[O:11])[C:5]([C:8]#[N:9])=[N:6][CH:7]=1.[Br-].[CH3:14][C:15]1[C:16]([Zn+])=[N:17][CH:18]=[CH:19][CH:20]=1. The catalyst is C1COCC1.C1C=CC([P]([Pd]([P](C2C=CC=CC=2)(C2C=CC=CC=2)C2C=CC=CC=2)([P](C2C=CC=CC=2)(C2C=CC=CC=2)C2C=CC=CC=2)[P](C2C=CC=CC=2)(C2C=CC=CC=2)C2C=CC=CC=2)(C2C=CC=CC=2)C2C=CC=CC=2)=CC=1. The product is [CH3:14][C:15]1[C:16]([C:2]2[CH:3]=[C:4]([N+:10]([O-:12])=[O:11])[C:5]([C:8]#[N:9])=[N:6][CH:7]=2)=[N:17][CH:18]=[CH:19][CH:20]=1. The yield is 0.880. (2) The reactants are [F:1][C:2]1[CH:22]=[CH:21][C:5]2[N:6]=[C:7]([C:11]3[CH:16]=[CH:15][CH:14]=[CH:13][C:12]=3[O:17]C(=O)C)O[C:9](=[O:10])[C:4]=2[CH:3]=1.[C:23]1([CH:29]([C:32]2[CH:37]=[CH:36][CH:35]=[CH:34][CH:33]=2)[CH2:30][NH2:31])[CH:28]=[CH:27][CH:26]=[CH:25][CH:24]=1. No catalyst specified. The product is [C:32]1([CH:29]([C:23]2[CH:24]=[CH:25][CH:26]=[CH:27][CH:28]=2)[CH2:30][N:31]2[C:9](=[O:10])[C:4]3[C:5](=[CH:21][CH:22]=[C:2]([F:1])[CH:3]=3)[N:6]=[C:7]2[C:11]2[CH:16]=[CH:15][CH:14]=[CH:13][C:12]=2[OH:17])[CH:33]=[CH:34][CH:35]=[CH:36][CH:37]=1. The yield is 0.810. (3) The reactants are Cl[C:2]1[N:7]2[CH:8]=[CH:9][N:10]=[C:6]2[N:5]=[C:4]([Cl:11])[C:3]=1[C:12]1[CH:17]=[CH:16][CH:15]=[CH:14][CH:13]=1.O.C1COCC1. The catalyst is C(O)C.[Zn]. The product is [Cl:11][C:4]1[C:3]([C:12]2[CH:17]=[CH:16][CH:15]=[CH:14][CH:13]=2)=[CH:2][N:7]2[CH:8]=[CH:9][N:10]=[C:6]2[N:5]=1. The yield is 0.623. (4) The reactants are IC.[CH3:3][O:4][C:5]1[C:10]([N+:11]([O-:13])=[O:12])=[CH:9][CH:8]=[C:7]([C:14]2[CH:18]=[N:17][NH:16][N:15]=2)[N:6]=1.[C:19](=O)([O-])[O-].[K+].[K+]. The catalyst is C1COCC1. The product is [CH3:3][O:4][C:5]1[C:10]([N+:11]([O-:13])=[O:12])=[CH:9][CH:8]=[C:7]([C:14]2[CH:18]=[N:17][N:16]([CH3:19])[N:15]=2)[N:6]=1. The yield is 0.190. (5) The reactants are [CH3:1][Li].CC1C=CC(S(O[CH2:14][C@@H:15]2[CH2:19][CH2:18][CH2:17][N:16]2[C:20]([O:22][CH2:23][C:24]2[CH:29]=[CH:28][CH:27]=[CH:26][CH:25]=2)=[O:21])(=O)=O)=CC=1. The catalyst is CCOCC.C(Cl)Cl.[Cu]I. The product is [CH2:14]([C@@H:15]1[CH2:19][CH2:18][CH2:17][N:16]1[C:20]([O:22][CH2:23][C:24]1[CH:25]=[CH:26][CH:27]=[CH:28][CH:29]=1)=[O:21])[CH3:1]. The yield is 0.450.